From a dataset of Reaction yield outcomes from USPTO patents with 853,638 reactions. Predict the reaction yield, written as a fraction of the theoretical maximum amount of product (1.0 means a 100% yield; for example, 0.34 means a 34% yield). (1) The reactants are [CH3:1][C:2]1[CH:39]=[C:38]([CH3:40])[CH:37]=[CH:36][C:3]=1[O:4][CH2:5][C@H:6]([OH:35])[CH2:7][NH:8][C:9]1[CH:14]=[CH:13][NH:12][C:11](=[O:15])[C:10]=1[C:16]1[NH:27][C:26]2[C:18](=[CH:19][C:20]3[CH2:21][N:22]([CH:29]4[CH2:34][CH2:33][NH:32][CH2:31][CH2:30]4)[C:23](=[O:28])[C:24]=3[CH:25]=2)[N:17]=1.[CH:41]([S:43]([CH3:46])(=[O:45])=[O:44])=[CH2:42].CCO. The catalyst is CC(O)C. The product is [CH3:1][C:2]1[CH:39]=[C:38]([CH3:40])[CH:37]=[CH:36][C:3]=1[O:4][CH2:5][C@H:6]([OH:35])[CH2:7][NH:8][C:9]1[CH:14]=[CH:13][NH:12][C:11](=[O:15])[C:10]=1[C:16]1[NH:27][C:26]2[C:18](=[CH:19][C:20]3[CH2:21][N:22]([CH:29]4[CH2:30][CH2:31][N:32]([CH2:42][CH2:41][S:43]([CH3:46])(=[O:45])=[O:44])[CH2:33][CH2:34]4)[C:23](=[O:28])[C:24]=3[CH:25]=2)[N:17]=1. The yield is 0.780. (2) The reactants are C([N-]C(C)C)(C)C.[Li+].[CH3:9][C:10](=[O:15])[CH2:11][C:12](=[O:14])[CH3:13].[N+:16]([C:19]1[CH:26]=[CH:25][C:22]([CH2:23]Br)=[CH:21][CH:20]=1)([O-:18])=[O:17]. The catalyst is O1CCCC1. The product is [N+:16]([C:19]1[CH:26]=[CH:25][C:22]([CH2:23][CH2:9][C:10](=[O:15])[CH2:11][C:12](=[O:14])[CH3:13])=[CH:21][CH:20]=1)([O-:18])=[O:17]. The yield is 0.520. (3) The reactants are [OH:1][C:2]1[CH:7]=[CH:6][C:5]([C:8]2[CH:9]=[C:10]([CH:14]([NH:20][C:21]([C@@H:23]3[CH2:28][CH2:27][CH2:26][N:25]([C:29](=[O:45])[CH2:30][CH2:31][CH:32]4[CH2:37][CH2:36][N:35]([C:38]([O:40][C:41]([CH3:44])([CH3:43])[CH3:42])=[O:39])[CH2:34][CH2:33]4)[CH2:24]3)=[O:22])[CH2:15][C:16]([O:18][CH3:19])=[O:17])[CH:11]=[N:12][CH:13]=2)=[CH:4][CH:3]=1.C(=O)([O-])[O-].[Cs+].[Cs+].[C:52]1([CH3:75])[CH:57]=[CH:56][C:55]([S:58]([O:61][CH2:62][CH2:63]OS(C2C=CC(C)=CC=2)(=O)=O)(=[O:60])=[O:59])=[CH:54][CH:53]=1. The catalyst is CN(C)C=O. The product is [CH3:19][O:18][C:16](=[O:17])[CH2:15][CH:14]([NH:20][C:21]([C@@H:23]1[CH2:28][CH2:27][CH2:26][N:25]([C:29](=[O:45])[CH2:30][CH2:31][CH:32]2[CH2:33][CH2:34][N:35]([C:38]([O:40][C:41]([CH3:42])([CH3:44])[CH3:43])=[O:39])[CH2:36][CH2:37]2)[CH2:24]1)=[O:22])[C:10]1[CH:11]=[N:12][CH:13]=[C:8]([C:5]2[CH:4]=[CH:3][C:2]([O:1][CH2:63][CH2:62][O:61][S:58]([C:55]3[CH:56]=[CH:57][C:52]([CH3:75])=[CH:53][CH:54]=3)(=[O:60])=[O:59])=[CH:7][CH:6]=2)[CH:9]=1. The yield is 0.590. (4) The reactants are Cl[C:2]([O:4][CH2:5][C:6]([Cl:9])([Cl:8])[Cl:7])=[O:3].[NH2:10][C:11]1[N:15]([C:16]2[CH:17]=[C:18]([S:22][CH2:23][CH2:24][OH:25])[CH:19]=[CH:20][CH:21]=2)[N:14]=[C:13]([C:26]([CH3:29])([CH3:28])[CH3:27])[CH:12]=1.CCN(C(C)C)C(C)C. The catalyst is C1COCC1.O. The product is [Cl:7][C:6]([Cl:9])([Cl:8])[CH2:5][O:4][C:2](=[O:3])[NH:10][C:11]1[N:15]([C:16]2[CH:21]=[CH:20][CH:19]=[C:18]([S:22][CH2:23][CH2:24][OH:25])[CH:17]=2)[N:14]=[C:13]([C:26]([CH3:29])([CH3:28])[CH3:27])[CH:12]=1. The yield is 1.00. (5) The reactants are Br[CH2:2][C:3]1[N:4]=[CH:5][C:6]([NH:9][C:10](=[O:16])[O:11][C:12]([CH3:15])([CH3:14])[CH3:13])=[N:7][CH:8]=1.[C-:17]#[N:18].[Na+]. The catalyst is CN(C=O)C.[OH-].[Na+]. The product is [C:17]([CH2:2][C:3]1[N:4]=[CH:5][C:6]([NH:9][C:10](=[O:16])[O:11][C:12]([CH3:15])([CH3:14])[CH3:13])=[N:7][CH:8]=1)#[N:18]. The yield is 0.656. (6) The reactants are [CH3:1][Si:2]([CH3:42])([CH3:41])[CH2:3][CH2:4][O:5][CH2:6][N:7]([CH2:33][O:34][CH2:35][CH2:36][Si:37]([CH3:40])([CH3:39])[CH3:38])[C:8]1[N:13]2[N:14]=[CH:15][C:16](I)=[C:12]2[N:11]=[C:10]([CH:18]2[CH2:24][CH:23]3[N:25]([C:26]([O:28][C:29]([CH3:32])([CH3:31])[CH3:30])=[O:27])[CH:20]([CH2:21][CH2:22]3)[CH2:19]2)[CH:9]=1.[F:43][C:44]1[CH:49]=[CH:48][CH:47]=[C:46]([F:50])[C:45]=1[C:51]1[CH:56]=[CH:55][C:54](B2OC(C)(C)C(C)(C)O2)=[CH:53][N:52]=1.ClCCl.C(=O)([O-])[O-].[K+].[K+]. The yield is 0.500. No catalyst specified. The product is [CH3:1][Si:2]([CH3:42])([CH3:41])[CH2:3][CH2:4][O:5][CH2:6][N:7]([CH2:33][O:34][CH2:35][CH2:36][Si:37]([CH3:40])([CH3:39])[CH3:38])[C:8]1[N:13]2[N:14]=[CH:15][C:16]([C:54]3[CH:53]=[N:52][C:51]([C:45]4[C:46]([F:50])=[CH:47][CH:48]=[CH:49][C:44]=4[F:43])=[CH:56][CH:55]=3)=[C:12]2[N:11]=[C:10]([CH:18]2[CH2:24][CH:23]3[N:25]([C:26]([O:28][C:29]([CH3:32])([CH3:31])[CH3:30])=[O:27])[CH:20]([CH2:21][CH2:22]3)[CH2:19]2)[CH:9]=1. (7) The reactants are C(OC([N:8]([CH2:39][C:40]([O:42]C(C)(C)C)=[O:41])[C:9]1[CH:14]=[CH:13][CH:12]=[C:11]([CH:15]([CH2:26][C:27]2[CH:32]=[CH:31][C:30]([C:33]3[S:34][C:35]([CH3:38])=[CH:36][N:37]=3)=[CH:29][CH:28]=2)[NH:16][S:17]([C:20]2[CH:25]=[CH:24][CH:23]=[CH:22][N:21]=2)(=[O:19])=[O:18])[N:10]=1)=O)(C)(C)C.[OH-].[Na+]. The catalyst is O. The product is [CH3:38][C:35]1[S:34][C:33]([C:30]2[CH:29]=[CH:28][C:27]([CH2:26][CH:15]([NH:16][S:17]([C:20]3[CH:25]=[CH:24][CH:23]=[CH:22][N:21]=3)(=[O:18])=[O:19])[C:11]3[N:10]=[C:9]([NH:8][CH2:39][C:40]([OH:42])=[O:41])[CH:14]=[CH:13][CH:12]=3)=[CH:32][CH:31]=2)=[N:37][CH:36]=1. The yield is 0.550. (8) The yield is 0.398. The catalyst is CO.C(O)(=O)C. The product is [CH2:14]([N:13]([CH3:12])[CH:8]1[CH2:7][C@@H:6]2[CH2:1][NH:2][C:3](=[O:11])[CH2:4][C@@H:5]2[CH2:9]1)[C:15]1[CH:20]=[CH:19][CH:18]=[CH:17][CH:16]=1. The reactants are [CH2:1]1[C@H:6]2[CH2:7][C:8](=O)[CH2:9][C@H:5]2[CH2:4][C:3](=[O:11])[NH:2]1.[CH3:12][NH:13][CH2:14][C:15]1[CH:20]=[CH:19][CH:18]=[CH:17][CH:16]=1.C([BH3-])#N.[Na+]. (9) The reactants are [Br:1][C:2]1[CH:3]=[C:4]([N+:20]([O-:22])=[O:21])[C:5](C2C=CC(CC(OCC)=O)=CC=2)=[N:6][CH:7]=1.[CH3:23][O:24][C:25]1[CH:26]=[C:27]([CH:32]=[C:33](B2OC(C)(C)C(C)(C)O2)[CH:34]=1)[C:28]([O:30][CH3:31])=[O:29].BrC1C([N+]([O-])=O)=CC(Br)=CN=1. No catalyst specified. The product is [Br:1][C:2]1[CH:3]=[C:4]([N+:20]([O-:22])=[O:21])[C:5]([C:34]2[CH:33]=[CH:32][C:27]([C:28]([O:30][CH3:31])=[O:29])=[CH:26][C:25]=2[O:24][CH3:23])=[N:6][CH:7]=1. The yield is 0.680.